This data is from Full USPTO retrosynthesis dataset with 1.9M reactions from patents (1976-2016). The task is: Predict the reactants needed to synthesize the given product. (1) Given the product [Br:1][C:2]1[C:11]2[C:6](=[CH:7][CH:8]=[CH:9][CH:10]=2)[C:5]([CH3:12])=[C:4]([NH:13][S:24]([C:21]2[CH:22]=[CH:23][C:18]([C:16]([O:15][CH3:14])=[O:17])=[C:19]([CH3:28])[CH:20]=2)(=[O:26])=[O:25])[N:3]=1, predict the reactants needed to synthesize it. The reactants are: [Br:1][C:2]1[C:11]2[C:6](=[CH:7][CH:8]=[CH:9][CH:10]=2)[C:5]([CH3:12])=[C:4]([NH2:13])[N:3]=1.[CH3:14][O:15][C:16]([C:18]1[CH:23]=[CH:22][C:21]([S:24](Cl)(=[O:26])=[O:25])=[CH:20][C:19]=1[CH3:28])=[O:17]. (2) Given the product [CH3:29][O:30][C:31](=[O:47])[C:32]1[CH:37]=[CH:36][C:35]([NH:38][CH:39]2[CH2:44][CH2:43][CH2:42][CH2:41][CH:40]2[CH3:45])=[C:34]([NH:46][C:7](=[O:9])[CH2:6][C:2]2[S:1][CH:5]=[CH:4][CH:3]=2)[CH:33]=1, predict the reactants needed to synthesize it. The reactants are: [S:1]1[CH:5]=[CH:4][CH:3]=[C:2]1[CH2:6][C:7]([OH:9])=O.C1C=NC2N(O)N=NC=2C=1.CCN(C(C)C)C(C)C.[CH3:29][O:30][C:31](=[O:47])[C:32]1[CH:37]=[CH:36][C:35]([NH:38][CH:39]2[CH2:44][CH2:43][CH2:42][CH2:41][CH:40]2[CH3:45])=[C:34]([NH2:46])[CH:33]=1.